Dataset: Forward reaction prediction with 1.9M reactions from USPTO patents (1976-2016). Task: Predict the product of the given reaction. (1) Given the reactants C([CH:3]([O:7][C:8]1[CH:12]=[C:11]([C:13](O)=O)[N:10]([CH3:16])[N:9]=1)[C:4]([OH:6])=[O:5])C.CCN=C=NCCCN(C)C.Cl.[CH2:29]([N:33]1[C:40]([NH2:41])=[C:39]([NH2:42])[C:37](=[O:38])[N:36]([CH2:43][CH:44]([CH3:46])[CH3:45])[C:34]1=[O:35])[CH:30]([CH3:32])[CH3:31], predict the reaction product. The product is: [CH2:43]([N:36]1[C:37](=[O:38])[C:39]2[NH:42][C:13]([C:11]3[N:10]([CH3:16])[N:9]=[C:8]([O:7][CH2:3][C:4]([OH:6])=[O:5])[CH:12]=3)=[N:41][C:40]=2[N:33]([CH2:29][CH:30]([CH3:32])[CH3:31])[C:34]1=[O:35])[CH:44]([CH3:46])[CH3:45]. (2) Given the reactants [NH2:1][CH2:2][CH2:3][CH2:4][N:5]1[C:13]2[CH:12]=[CH:11][N:10]=[C:9]([NH2:14])[C:8]=2[N:7]=[C:6]1[S:15][C:16]1[C:24]([I:25])=[CH:23][C:19]2[O:20][CH2:21][O:22][C:18]=2[CH:17]=1.[CH:26](=O)[C:27]([CH3:30])([CH3:29])[CH3:28].BrC1C(SC2N(CCNCC(C)(C)C)C3C=CN=C(N)C=3N=2)=CC2OCOC=2C=1, predict the reaction product. The product is: [I:25][C:24]1[C:16]([S:15][C:6]2[N:5]([CH2:4][CH2:3][CH2:2][NH:1][CH2:26][C:27]([CH3:30])([CH3:29])[CH3:28])[C:13]3[CH:12]=[CH:11][N:10]=[C:9]([NH2:14])[C:8]=3[N:7]=2)=[CH:17][C:18]2[O:22][CH2:21][O:20][C:19]=2[CH:23]=1. (3) Given the reactants [C:1](Cl)(=[O:3])[CH3:2].[N+:5]([C:8]1[CH:18]=[CH:17][C:11]2[NH:12][CH2:13][CH2:14][CH2:15][O:16][C:10]=2[CH:9]=1)([O-:7])=[O:6], predict the reaction product. The product is: [N+:5]([C:8]1[CH:18]=[CH:17][C:11]2[N:12]([C:1](=[O:3])[CH3:2])[CH2:13][CH2:14][CH2:15][O:16][C:10]=2[CH:9]=1)([O-:7])=[O:6]. (4) Given the reactants [CH3:1][C:2]1[C:16](=[O:17])[N:15]=[C:14]2[N:4]([C@@H:5]3[O:9][C@H:8]([CH2:10][OH:11])[C@@H:7]([OH:12])[C@@H:6]3[O:13]2)[CH:3]=1.[CH3:33][O:32][CH2:31][CH2:30][O:29]B([O:29][CH2:30][CH2:31][O:32][CH3:33])[O:29][CH2:30][CH2:31][O:32][CH3:33].[CH3:34]OCCO, predict the reaction product. The product is: [CH2:33]([O:32][CH2:31][CH2:30][O:29][C@@H:6]1[C@H:7]([OH:12])[C@@H:8]([CH2:10][OH:11])[O:9][C@H:5]1[N:4]1[CH:3]=[C:2]([CH3:1])[C:16](=[O:17])[NH:15][C:14]1=[O:13])[CH3:34].